Dataset: Forward reaction prediction with 1.9M reactions from USPTO patents (1976-2016). Task: Predict the product of the given reaction. (1) Given the reactants [Cl:1][C:2]1[CH:3]=[C:4]([CH:7]=[CH:8][C:9]=1[CH3:10])[CH2:5][OH:6].C(N(CC)CC)C, predict the reaction product. The product is: [Cl:1][C:2]1[CH:3]=[C:4]([CH:7]=[CH:8][C:9]=1[CH3:10])[CH:5]=[O:6]. (2) Given the reactants [O:1]([C:8]1[CH:13]=[CH:12][CH:11]=[CH:10][C:9]=1[NH:14][S:15]([C:18]1[CH:30]=[CH:29][C:21]([C:22]([NH:24][CH2:25][C:26]([OH:28])=O)=[O:23])=[CH:20][CH:19]=1)(=[O:17])=[O:16])[C:2]1[CH:7]=[CH:6][CH:5]=[CH:4][CH:3]=1.[S:31]1[CH:35]=[N:34][N:33]=[C:32]1[NH2:36], predict the reaction product. The product is: [O:1]([C:8]1[CH:13]=[CH:12][CH:11]=[CH:10][C:9]=1[NH:14][S:15]([C:18]1[CH:19]=[CH:20][C:21]([C:22]([NH:24][CH2:25][C:26](=[O:28])[NH:36][C:32]2[S:31][CH:35]=[N:34][N:33]=2)=[O:23])=[CH:29][CH:30]=1)(=[O:16])=[O:17])[C:2]1[CH:3]=[CH:4][CH:5]=[CH:6][CH:7]=1. (3) Given the reactants [F:1][C:2]([F:32])([F:31])[C:3]1[CH:4]=[C:5]([C@H:13]([O:15][C@@H:16]2[C@@H:21]([C:22]3[CH:27]=[CH:26][C:25]([F:28])=[CH:24][CH:23]=3)[C@H:20]([CH:29]=O)[CH2:19][CH2:18][O:17]2)[CH3:14])[CH:6]=[C:7]([C:9]([F:12])([F:11])[F:10])[CH:8]=1.[CH3:33][N:34]1[CH2:39][CH2:38][NH:37][CH2:36][C:35]1=[O:40], predict the reaction product. The product is: [F:12][C:9]([F:10])([F:11])[C:7]1[CH:6]=[C:5]([C@@H:13]([CH3:14])[O:15][C@@H:16]2[C@@H:21]([C:22]3[CH:23]=[CH:24][C:25]([F:28])=[CH:26][CH:27]=3)[C@H:20]([CH2:29][N:37]3[CH2:38][CH2:39][N:34]([CH3:33])[C:35](=[O:40])[CH2:36]3)[CH2:19][CH2:18][O:17]2)[CH:4]=[C:3]([C:2]([F:1])([F:31])[F:32])[CH:8]=1. (4) Given the reactants Br[CH2:2][C:3]([O:5][CH2:6][CH3:7])=[O:4].C(N(CC)CC)C.[OH:15][N:16]1[C:25](=[O:26])[C:24]2[C:19](=[CH:20][CH:21]=[C:22]([C:27]([C:29]3[N:37]4[C:32]([CH:33]=[CH:34][CH:35]=[CH:36]4)=[C:31]([O:38][CH3:39])[C:30]=3[CH3:40])=[O:28])[CH:23]=2)[NH:18][C:17]1=[O:41], predict the reaction product. The product is: [CH2:6]([O:5][C:3](=[O:4])[CH2:2][O:15][N:16]1[C:25](=[O:26])[C:24]2[C:19](=[CH:20][CH:21]=[C:22]([C:27]([C:29]3[N:37]4[C:32]([CH:33]=[CH:34][CH:35]=[CH:36]4)=[C:31]([O:38][CH3:39])[C:30]=3[CH3:40])=[O:28])[CH:23]=2)[NH:18][C:17]1=[O:41])[CH3:7]. (5) The product is: [O:22]1[C:21]2[CH:25]=[CH:26][C:18]([CH2:17][N:13]3[C:12](=[O:27])[C:11]4[C:10]([OH:28])=[C:5]5[C:4]([CH:9]=[CH:8][CH:7]=[N:6]5)=[C:1]([CH3:2])[C:15]=4[C:14]3=[O:16])=[CH:19][C:20]=2[O:24][CH2:23]1. Given the reactants [C:1]([C:4]1[C:5]([C:10]([OH:28])=[C:11]2[CH2:15][C:14](=[O:16])[N:13]([CH2:17][C:18]3[CH:26]=[CH:25][C:21]4[O:22][CH2:23][O:24][C:20]=4[CH:19]=3)[C:12]2=[O:27])=[N:6][CH:7]=[CH:8][CH:9]=1)(=O)[CH3:2].[H-].[Na+].CC(O)=O, predict the reaction product. (6) Given the reactants C([O:4][CH2:5][C@@H:6]([C:18]1[CH:23]=[CH:22][C:21]([O:24][CH2:25][CH:26]([CH3:30])[CH2:27][CH2:28][CH3:29])=[CH:20][CH:19]=1)[NH:7][C:8](=[O:17])[C@H:9]([C:11]1[CH:16]=[CH:15][CH:14]=[CH:13][CH:12]=1)[CH3:10])(=O)C.C[O-].[Na+], predict the reaction product. The product is: [OH:4][CH2:5][C@H:6]([NH:7][C:8](=[O:17])[C@H:9]([C:11]1[CH:12]=[CH:13][CH:14]=[CH:15][CH:16]=1)[CH3:10])[C:18]1[CH:19]=[CH:20][C:21]([O:24][CH2:25][CH:26]([CH3:30])[CH2:27][CH2:28][CH3:29])=[CH:22][CH:23]=1. (7) Given the reactants Cl.[Cl:2][C:3]1[CH:4]=[C:5]([NH:9]N)[CH:6]=[CH:7][CH:8]=1.C[O:12][C:13]1[CH:18]=[CH:17][C:16]([C:19](=O)[CH2:20][C:21]2[CH:26]=[CH:25][C:24]([O:27]C)=[CH:23][CH:22]=2)=[CH:15][CH:14]=1, predict the reaction product. The product is: [Cl:2][C:3]1[CH:8]=[CH:7][CH:6]=[C:5]2[C:4]=1[C:19]([C:16]1[CH:17]=[CH:18][C:13]([OH:12])=[CH:14][CH:15]=1)=[C:20]([C:21]1[CH:22]=[CH:23][C:24]([OH:27])=[CH:25][CH:26]=1)[NH:9]2.